Dataset: Full USPTO retrosynthesis dataset with 1.9M reactions from patents (1976-2016). Task: Predict the reactants needed to synthesize the given product. Given the product [C:38]([O:37][C:35]([N:31]1[CH2:32][CH2:33][CH2:34][CH:30]1[CH2:29][O:17][C:14]1[CH:13]=[CH:12][C:11]([O:10][CH2:3][C:4]2[CH:5]=[CH:6][CH:7]=[CH:8][CH:9]=2)=[CH:16][CH:15]=1)=[O:36])([CH3:41])([CH3:39])[CH3:40], predict the reactants needed to synthesize it. The reactants are: [H-].[Na+].[CH2:3]([O:10][C:11]1[CH:16]=[CH:15][C:14]([OH:17])=[CH:13][CH:12]=1)[C:4]1[CH:9]=[CH:8][CH:7]=[CH:6][CH:5]=1.S(O[CH2:29][C@H:30]1[CH2:34][CH2:33][CH2:32][N:31]1[C:35]([O:37][C:38]([CH3:41])([CH3:40])[CH3:39])=[O:36])(C1C=CC(C)=CC=1)(=O)=O.